Task: Predict the reactants needed to synthesize the given product.. Dataset: Full USPTO retrosynthesis dataset with 1.9M reactions from patents (1976-2016) (1) Given the product [Cl:1][C:27]1[C:28]2[CH:29]=[N:30][CH:31]=[CH:32][C:33]=2[NH:34][C:26]=1[CH2:25][C:10]([OH:24])([CH2:11][C:12]([C:15]1[CH:20]=[C:19]([F:21])[CH:18]=[CH:17][C:16]=1[O:22][CH3:23])([CH3:14])[CH3:13])[C:9]([F:35])([F:8])[F:36], predict the reactants needed to synthesize it. The reactants are: [Cl:1]C(Cl)(Cl)C(Cl)=O.[F:8][C:9]([F:36])([F:35])[C:10]([CH2:25][C:26]1[NH:34][C:33]2[CH:32]=[CH:31][N:30]=[CH:29][C:28]=2[CH:27]=1)([OH:24])[CH2:11][C:12]([C:15]1[CH:20]=[C:19]([F:21])[CH:18]=[CH:17][C:16]=1[O:22][CH3:23])([CH3:14])[CH3:13]. (2) Given the product [OH:13][C:3]1[CH:4]=[CH:5][C:6]([S:8][C:9]([F:12])([F:10])[F:11])=[CH:7][C:2]=1[NH:1][C:25](=[O:32])[C:26]1[CH:31]=[CH:30][N:29]=[CH:28][CH:27]=1, predict the reactants needed to synthesize it. The reactants are: [NH2:1][C:2]1[CH:7]=[C:6]([S:8][C:9]([F:12])([F:11])[F:10])[CH:5]=[CH:4][C:3]=1[OH:13].CCN=C=NCCCN(C)C.[C:25](O)(=[O:32])[C:26]1[CH:31]=[CH:30][N:29]=[CH:28][CH:27]=1.N1C=CC=CC=1.